This data is from Reaction yield outcomes from USPTO patents with 853,638 reactions. The task is: Predict the reaction yield, written as a fraction of the theoretical maximum amount of product (1.0 means a 100% yield; for example, 0.34 means a 34% yield). (1) The reactants are C=O.[C:3](O)(=O)C.[H-].C(O[BH-](OC(=O)C)OC(=O)C)(=O)C.[Br:21][C:22]1[CH:27]=[CH:26][C:25]([CH:28]2[CH2:32][CH2:31][NH:30][CH2:29]2)=[CH:24][CH:23]=1. The catalyst is C(Cl)(Cl)Cl.C(O)C.C(OCC)(=O)C. The product is [Br:21][C:22]1[CH:23]=[CH:24][C:25]([CH:28]2[CH2:32][CH2:31][N:30]([CH3:3])[CH2:29]2)=[CH:26][CH:27]=1. The yield is 0.970. (2) The reactants are OC(C(F)(F)F)=O.[NH:8]1[CH2:11][CH:10]([C:12]2[CH:17]=[C:16]([C:18]([F:21])([F:20])[F:19])[CH:15]=[CH:14][N:13]=2)[CH2:9]1.C(N(CC)CC)C.[C:29]([O:33][C:34]([N:36]1[CH2:40][CH2:39][C:38]([CH2:44][O:45][CH3:46])([C:41](Cl)=[O:42])[CH2:37]1)=[O:35])([CH3:32])([CH3:31])[CH3:30]. The catalyst is ClCCl.CN(C)C1C=CN=CC=1. The product is [CH3:46][O:45][CH2:44][C:38]1([C:41]([N:8]2[CH2:11][CH:10]([C:12]3[CH:17]=[C:16]([C:18]([F:21])([F:19])[F:20])[CH:15]=[CH:14][N:13]=3)[CH2:9]2)=[O:42])[CH2:39][CH2:40][N:36]([C:34]([O:33][C:29]([CH3:30])([CH3:32])[CH3:31])=[O:35])[CH2:37]1. The yield is 0.600. (3) The reactants are [Cl:1][S:2]([OH:5])(=O)=[O:3].[Cl:6][C:7]1[CH:12]=[CH:11][C:10]([CH3:13])=[CH:9][C:8]=1[OH:14]. The catalyst is ClCCl. The product is [Cl:6][C:7]1[C:8]([OH:14])=[CH:9][C:10]([CH3:13])=[C:11]([S:2]([Cl:1])(=[O:5])=[O:3])[CH:12]=1. The yield is 0.0710. (4) The reactants are [Cl:1][C:2]1[C:20]([F:21])=[CH:19][CH:18]=[C:17]([F:22])[C:3]=1[CH2:4][N:5]1[C:10](=[O:11])[CH2:9][NH:8][C:7]2[N:12]=[CH:13][C:14](I)=[CH:15][C:6]1=2.[CH2:23]([O:25][C:26]([C:28]1[CH:33]=[CH:32][C:31](B(O)O)=[CH:30][CH:29]=1)=[O:27])[CH3:24]. The yield is 0.190. No catalyst specified. The product is [CH2:23]([O:25][C:26](=[O:27])[C:28]1[CH:33]=[CH:32][C:31]([C:14]2[CH:13]=[N:12][C:7]3[NH:8][CH2:9][C:10](=[O:11])[N:5]([CH2:4][C:3]4[C:17]([F:22])=[CH:18][CH:19]=[C:20]([F:21])[C:2]=4[Cl:1])[C:6]=3[CH:15]=2)=[CH:30][CH:29]=1)[CH3:24]. (5) The reactants are Br[CH2:2][C:3]([C:5]1[CH:12]=[CH:11][C:8]([C:9]#[N:10])=[CH:7][CH:6]=1)=O.[S-:13][C:14]#[N:15].[Na+].[CH3:17][O:18][C:19](=[O:30])[C@H:20]([CH2:22][C:23]1[CH:28]=[CH:27][C:26]([OH:29])=[CH:25][CH:24]=1)[NH2:21]. The catalyst is C(O)C. The product is [C:9]([C:8]1[CH:11]=[CH:12][C:5]([C:3]2[N:15]=[C:14]([NH:21][C@@H:20]([CH2:22][C:23]3[CH:24]=[CH:25][C:26]([OH:29])=[CH:27][CH:28]=3)[C:19]([O:18][CH3:17])=[O:30])[S:13][CH:2]=2)=[CH:6][CH:7]=1)#[N:10]. The yield is 0.530. (6) The product is [C:43]([O:47][C:48]([N:50]1[CH2:51][CH2:52][CH:53]([CH2:56][NH:57][C:58]2[C:63]([C:2]3[CH:3]=[N:4][N:5]([CH:7]4[CH2:18][CH2:17][C:10]5([N:14]([CH3:15])[C:13](=[O:16])[CH2:12][CH2:11]5)[CH2:9][CH2:8]4)[CH:6]=3)=[CH:62][N:61]=[C:60]([Cl:65])[N:59]=2)[CH2:54][CH2:55]1)=[O:49])([CH3:46])([CH3:44])[CH3:45]. The yield is 0.320. The catalyst is O1CCOCC1.O.CCOC(C)=O.Cl[Pd](Cl)([P](C1C=CC=CC=1)(C1C=CC=CC=1)C1C=CC=CC=1)[P](C1C=CC=CC=1)(C1C=CC=CC=1)C1C=CC=CC=1. The reactants are Br[C:2]1[CH:3]=[N:4][N:5]([CH:7]2[CH2:18][CH2:17][C:10]3([N:14]([CH3:15])[C:13](=[O:16])[CH2:12][CH2:11]3)[CH2:9][CH2:8]2)[CH:6]=1.CC1(C)C(C)(C)OB(B2OC(C)(C)C(C)(C)O2)O1.C([O-])(=O)C.[K+].[Br-].[C:43]([O:47][C:48]([N:50]1[CH2:55][CH2:54][CH:53]([CH2:56][NH:57][C:58]2[C:63](Br)=[CH:62][N:61]=[C:60]([Cl:65])[N:59]=2)[CH2:52][CH2:51]1)=[O:49])([CH3:46])([CH3:45])[CH3:44].C([O-])([O-])=O.[K+].[K+]. (7) The reactants are [CH2:1]([O:3][C:4](=[O:16])[CH2:5][C:6]1[CH:11]=[C:10]([Cl:12])[CH:9]=[CH:8][C:7]=1[N+:13]([O-])=O)[CH3:2]. The catalyst is C1C=CC=CC=1.O=[Pt]=O. The product is [CH2:1]([O:3][C:4](=[O:16])[CH2:5][C:6]1[CH:11]=[C:10]([Cl:12])[CH:9]=[CH:8][C:7]=1[NH2:13])[CH3:2]. The yield is 0.640.